Regression. Given a peptide amino acid sequence and an MHC pseudo amino acid sequence, predict their binding affinity value. This is MHC class II binding data. From a dataset of Peptide-MHC class II binding affinity with 134,281 pairs from IEDB. (1) The binding affinity (normalized) is 0.282. The peptide sequence is GLKTRQEKWMTGRMG. The MHC is DRB1_0801 with pseudo-sequence DRB1_0801. (2) The peptide sequence is GWPATEVMTAVGLMFAIV. The MHC is DRB1_0401 with pseudo-sequence DRB1_0401. The binding affinity (normalized) is 0. (3) The peptide sequence is SYDGVSEDTDDDD. The MHC is DRB1_1501 with pseudo-sequence DRB1_1501. The binding affinity (normalized) is 0.0207.